The task is: Predict the reaction yield, written as a fraction of the theoretical maximum amount of product (1.0 means a 100% yield; for example, 0.34 means a 34% yield).. This data is from Buchwald-Hartwig C-N cross coupling reaction yields with 55,370 reactions. (1) The reactants are Brc1cccnc1.Cc1ccc(N)cc1.O=S(=O)(O[Pd]1c2ccccc2-c2ccccc2N~1)C(F)(F)F.COc1ccc(OC)c(P(C(C)(C)C)C(C)(C)C)c1-c1c(C(C)C)cc(C(C)C)cc1C(C)C.CCN=P(N=P(N(C)C)(N(C)C)N(C)C)(N(C)C)N(C)C.CCOC(=O)c1cc(OC)no1. No catalyst specified. The product is Cc1ccc(Nc2cccnc2)cc1. The yield is 0.476. (2) The reactants are CCc1ccc(Br)cc1.Cc1ccc(N)cc1.O=S(=O)(O[Pd]1c2ccccc2-c2ccccc2N~1)C(F)(F)F.CC(C)c1cc(C(C)C)c(-c2ccccc2P(C2CCCCC2)C2CCCCC2)c(C(C)C)c1.CN(C)C(=NC(C)(C)C)N(C)C.CCOC(=O)c1cc(C)no1. No catalyst specified. The product is CCc1ccc(Nc2ccc(C)cc2)cc1. The yield is 0.326. (3) The reactants are Brc1ccccn1.Cc1ccc(N)cc1.O=S(=O)(O[Pd]1c2ccccc2-c2ccccc2N~1)C(F)(F)F.COc1ccc(OC)c(P([C@]23C[C@H]4C[C@H](C[C@H](C4)C2)C3)[C@]23C[C@H]4C[C@H](C[C@H](C4)C2)C3)c1-c1c(C(C)C)cc(C(C)C)cc1C(C)C.CCN=P(N=P(N(C)C)(N(C)C)N(C)C)(N(C)C)N(C)C.CCOC(=O)c1cnoc1C. No catalyst specified. The product is Cc1ccc(Nc2ccccn2)cc1. The yield is 0.164. (4) The reactants are COc1ccc(I)cc1.Cc1ccc(N)cc1.O=S(=O)(O[Pd]1c2ccccc2-c2ccccc2N~1)C(F)(F)F.COc1ccc(OC)c(P([C@]23C[C@H]4C[C@H](C[C@H](C4)C2)C3)[C@]23C[C@H]4C[C@H](C[C@H](C4)C2)C3)c1-c1c(C(C)C)cc(C(C)C)cc1C(C)C.CN1CCCN2CCCN=C12.c1ccc(-c2ccon2)cc1. No catalyst specified. The product is COc1ccc(Nc2ccc(C)cc2)cc1. The yield is 0.501. (5) The reactants are COc1ccc(I)cc1.Cc1ccc(N)cc1.O=S(=O)(O[Pd]1c2ccccc2-c2ccccc2N~1)C(F)(F)F.COc1ccc(OC)c(P([C@]23C[C@H]4C[C@H](C[C@H](C4)C2)C3)[C@]23C[C@H]4C[C@H](C[C@H](C4)C2)C3)c1-c1c(C(C)C)cc(C(C)C)cc1C(C)C.CN(C)C(=NC(C)(C)C)N(C)C.Cc1cc(-n2cccc2)no1. No catalyst specified. The product is COc1ccc(Nc2ccc(C)cc2)cc1. The yield is 0.397. (6) The reactants are CCc1ccc(I)cc1.Cc1ccc(N)cc1.O=S(=O)(O[Pd]1c2ccccc2-c2ccccc2N~1)C(F)(F)F.CC(C)c1cc(C(C)C)c(-c2ccccc2P(C(C)(C)C)C(C)(C)C)c(C(C)C)c1.CN1CCCN2CCCN=C12.c1ccc(-c2ccno2)cc1. No catalyst specified. The product is CCc1ccc(Nc2ccc(C)cc2)cc1. The yield is 0.776. (7) The reactants are Clc1ccccn1.Cc1ccc(N)cc1.O=S(=O)(O[Pd]1c2ccccc2-c2ccccc2N~1)C(F)(F)F.CC(C)c1cc(C(C)C)c(-c2ccccc2P(C(C)(C)C)C(C)(C)C)c(C(C)C)c1.CN1CCCN2CCCN=C12.Cc1ccno1. No catalyst specified. The product is Cc1ccc(Nc2ccccn2)cc1. The yield is 0.731.